Dataset: Forward reaction prediction with 1.9M reactions from USPTO patents (1976-2016). Task: Predict the product of the given reaction. Given the reactants F[C:2]1[CH:9]=[CH:8][C:5]([CH:6]=[O:7])=[CH:4][CH:3]=1.[CH3:10][C@H:11]1[O:16][C@@H:15]([CH3:17])[CH2:14][NH:13][CH2:12]1.C(=O)([O-])[O-].[K+].[K+], predict the reaction product. The product is: [CH3:17][C@H:15]1[O:16][C@@H:11]([CH3:10])[CH2:12][N:13]([C:2]2[CH:9]=[CH:8][C:5]([CH:6]=[O:7])=[CH:4][CH:3]=2)[CH2:14]1.